From a dataset of Forward reaction prediction with 1.9M reactions from USPTO patents (1976-2016). Predict the product of the given reaction. (1) Given the reactants [C:1]([O:4][C:5]1[CH:10]=[CH:9][CH:8]=[C:7]([OH:11])[C:6]=1[Br:12])(=[O:3])[CH3:2].C(#N)C.Br[CH2:17][C:18]([CH3:20])=[CH2:19], predict the reaction product. The product is: [C:1]([O:4][C:5]1[CH:10]=[CH:9][CH:8]=[C:7]([O:11][CH2:19][C:18]([CH3:20])=[CH2:17])[C:6]=1[Br:12])(=[O:3])[CH3:2]. (2) Given the reactants [Br:1][C:2]1[CH:10]=[C:9]2[C:5]([CH2:6][C:7]3([CH2:23][CH2:22][CH:21]([O:24][CH3:25])[CH2:20][CH2:19]3)[C:8]2([NH:13][C:14](=[O:18])[C:15]([F:17])=[CH2:16])C=C)=[CH:4][CH:3]=1.CCOC(C)=O, predict the reaction product. The product is: [Br:1][C:2]1[CH:10]=[C:9]2[C:5]([CH2:6][C:7]3([C:8]42[CH:16]=[C:15]([F:17])[C:14](=[O:18])[NH:13]4)[CH2:23][CH2:22][CH:21]([O:24][CH3:25])[CH2:20][CH2:19]3)=[CH:4][CH:3]=1. (3) The product is: [CH:36]1([NH:41][C:62](=[O:63])[C:2]2[CH:7]=[CH:6][CH:5]=[C:4]([N:8]3[C:16]4[C:11](=[CH:12][C:13]([O:17][C@H:18]([C:28]5[CH:29]=[N:30][C:31]([O:34][CH3:35])=[CH:32][CH:33]=5)[C@@H:19]([NH:21][C:22](=[O:27])[C:23]([F:26])([F:25])[CH3:24])[CH3:20])=[CH:14][CH:15]=4)[CH:10]=[N:9]3)[CH:3]=2)[CH2:40][CH2:39][CH2:38][CH2:37]1. Given the reactants Br[C:2]1[CH:3]=[C:4]([N:8]2[C:16]3[C:11](=[CH:12][C:13]([O:17][C@H:18]([C:28]4[CH:29]=[N:30][C:31]([O:34][CH3:35])=[CH:32][CH:33]=4)[C@@H:19]([NH:21][C:22](=[O:27])[C:23]([F:26])([F:25])[CH3:24])[CH3:20])=[CH:14][CH:15]=3)[CH:10]=[N:9]2)[CH:5]=[CH:6][CH:7]=1.[CH:36]1([NH2:41])[CH2:40][CH2:39][CH2:38][CH2:37]1.F[B-](F)(F)F.C([PH+](C(C)(C)C)C(C)(C)C)(C)(C)C.C1C[O:63][CH2:62]C1, predict the reaction product. (4) Given the reactants Cl.[O:2]1[C:8]2[CH:9]=[CH:10][C:11]([B:13]([OH:15])[OH:14])=[CH:12][C:7]=2[CH2:6][NH:5][CH2:4][CH2:3]1.Cl[C:17]1[C:22]([CH2:23][C:24]2[CH:29]=[CH:28][C:27]([F:30])=[CH:26][CH:25]=2)=[C:21]([CH3:31])[N:20]=[CH:19][N:18]=1.C(N(C(C)C)CC)(C)C, predict the reaction product. The product is: [F:30][C:27]1[CH:26]=[CH:25][C:24]([CH2:23][C:22]2[C:17]([N:5]3[CH2:6][C:7]4[CH:12]=[C:11]([B:13]([OH:15])[OH:14])[CH:10]=[CH:9][C:8]=4[O:2][CH2:3][CH2:4]3)=[N:18][CH:19]=[N:20][C:21]=2[CH3:31])=[CH:29][CH:28]=1. (5) Given the reactants [OH-].[Na+].[CH3:3][C:4]1[CH:22]=[CH:21][CH:20]=[C:19]([CH3:23])[C:5]=1[CH2:6][O:7][C:8]1[CH:9]=[C:10]([CH:16]=[CH:17][CH:18]=1)[C:11]([O:13]CC)=[O:12].Cl, predict the reaction product. The product is: [CH3:23][C:19]1[CH:20]=[CH:21][CH:22]=[C:4]([CH3:3])[C:5]=1[CH2:6][O:7][C:8]1[CH:9]=[C:10]([CH:16]=[CH:17][CH:18]=1)[C:11]([OH:13])=[O:12]. (6) Given the reactants [CH:1]1([CH2:4]Br)[CH2:3][CH2:2]1.C(=O)([O-])[O-].[Cs+].[Cs+].[I:12][C:13]1[CH:14]=[C:15]([NH:20][C:21](=[O:30])[O:22][CH2:23][C:24]2[CH:29]=[CH:28][CH:27]=[CH:26][CH:25]=2)[C:16](=[O:19])[NH:17][CH:18]=1, predict the reaction product. The product is: [CH:1]1([CH2:4][N:17]2[CH:18]=[C:13]([I:12])[CH:14]=[C:15]([NH:20][C:21](=[O:30])[O:22][CH2:23][C:24]3[CH:25]=[CH:26][CH:27]=[CH:28][CH:29]=3)[C:16]2=[O:19])[CH2:3][CH2:2]1. (7) Given the reactants [NH2:1][CH2:2][C@@H:3]1[C@H:8]([CH3:9])[CH2:7][CH2:6][CH2:5][N:4]1[C:10]([C:12]1[C:17]([N:18]2[N:22]=[CH:21][CH:20]=[N:19]2)=[CH:16][CH:15]=[C:14]([CH3:23])[N:13]=1)=[O:11].Cl[C:25]1[C:32]([F:33])=[CH:31][C:28]([C:29]#[N:30])=[CH:27][N:26]=1, predict the reaction product. The product is: [F:33][C:32]1[C:25]([NH:1][CH2:2][C@@H:3]2[C@H:8]([CH3:9])[CH2:7][CH2:6][CH2:5][N:4]2[C:10](=[O:11])[C:12]2[C:17]([N:18]3[N:22]=[CH:21][CH:20]=[N:19]3)=[CH:16][CH:15]=[C:14]([CH3:23])[N:13]=2)=[N:26][CH:27]=[C:28]([CH:31]=1)[C:29]#[N:30]. (8) Given the reactants Br[C:2]1[CH:7]=[CH:6][C:5]([CH2:8][N:9]2[C:14](=[O:15])[C:13]([C:16]([NH:18][CH2:19][C:20]([OH:22])=[O:21])=[O:17])=[C:12]([OH:23])[C:11]([CH:24]([CH3:26])[CH3:25])=[N:10]2)=[C:4]([F:27])[CH:3]=1.[N+:28]([C:31]1C=[CH:35][C:34](B(O)O)=[CH:33][CH:32]=1)([O-])=O.C(=O)([O-])[O-].[K+].[K+].Cl, predict the reaction product. The product is: [F:27][C:4]1[CH:3]=[C:2]([C:33]2[CH:32]=[CH:31][N:28]=[CH:35][CH:34]=2)[CH:7]=[CH:6][C:5]=1[CH2:8][N:9]1[C:14](=[O:15])[C:13]([C:16]([NH:18][CH2:19][C:20]([OH:22])=[O:21])=[O:17])=[C:12]([OH:23])[C:11]([CH:24]([CH3:26])[CH3:25])=[N:10]1. (9) Given the reactants [NH2:1][C:2]1[CH:7]=[CH:6][C:5]([C@@H:8]2[O:13][CH2:12][CH2:11][N:10]([C:14]([O:16][C:17]([CH3:20])([CH3:19])[CH3:18])=[O:15])[CH2:9]2)=[CH:4][CH:3]=1.[CH3:21][C:22]1[N:26]([C:27]2[CH:32]=[CH:31][CH:30]=[CH:29][CH:28]=2)[N:25]=[CH:24][C:23]=1[C:33](O)=[O:34].CN(C(ON1N=NC2C=CC=CC1=2)=[N+](C)C)C.F[P-](F)(F)(F)(F)F.CN1CCOCC1, predict the reaction product. The product is: [CH3:21][C:22]1[N:26]([C:27]2[CH:32]=[CH:31][CH:30]=[CH:29][CH:28]=2)[N:25]=[CH:24][C:23]=1[C:33]([NH:1][C:2]1[CH:7]=[CH:6][C:5]([C@@H:8]2[O:13][CH2:12][CH2:11][N:10]([C:14]([O:16][C:17]([CH3:20])([CH3:19])[CH3:18])=[O:15])[CH2:9]2)=[CH:4][CH:3]=1)=[O:34].